Dataset: Forward reaction prediction with 1.9M reactions from USPTO patents (1976-2016). Task: Predict the product of the given reaction. (1) Given the reactants ClC1C=C(Cl)C=CC=1[C:9]1[N:10]=[C:11]([CH2:28][CH3:29])[C:12]([NH:17][C@@H:18]2[C:26]3[C:21](=[CH:22][CH:23]=[CH:24][CH:25]=3)[CH2:20][C@@H:19]2[OH:27])=[N:13][C:14]=1[CH2:15][CH3:16].[CH3:30][O:31][C:32]1[CH:37]=[C:36]([O:38][CH3:39])[CH:35]=[CH:34][C:33]=1B(O)O, predict the reaction product. The product is: [CH3:30][O:31][C:32]1[CH:37]=[C:36]([O:38][CH3:39])[CH:35]=[CH:34][C:33]=1[C:9]1[N:10]=[C:11]([CH2:28][CH3:29])[C:12]([NH:17][C@@H:18]2[C:26]3[C:21](=[CH:22][CH:23]=[CH:24][CH:25]=3)[CH2:20][C@@H:19]2[OH:27])=[N:13][C:14]=1[CH2:15][CH3:16]. (2) Given the reactants [CH3:1][Si](C=[N+]=[N-])(C)C.CCCCCC.[OH:14][C:15]1[CH:23]=[CH:22][CH:21]=[C:17]([C:18]([OH:20])=[O:19])[C:16]=1[NH2:24], predict the reaction product. The product is: [CH3:1][O:19][C:18](=[O:20])[C:17]1[CH:21]=[CH:22][CH:23]=[C:15]([OH:14])[C:16]=1[NH2:24]. (3) Given the reactants C(OC(=O)[NH:7][C:8]1[CH:13]=[C:12]([OH:14])[C:11]([Cl:15])=[C:10]([Cl:16])[CH:9]=1)(C)(C)C.Cl.O1CCOCC1, predict the reaction product. The product is: [ClH:15].[NH2:7][C:8]1[CH:9]=[C:10]([Cl:16])[C:11]([Cl:15])=[C:12]([OH:14])[CH:13]=1. (4) Given the reactants N[C:2]1[CH:22]=[CH:21][C:5]([CH2:6][N:7]2[C:11]3=[N:12][C:13]([C:16]([O:18][CH3:19])=[O:17])=[CH:14][CH:15]=[C:10]3[N:9]=[C:8]2[CH3:20])=[C:4]([Cl:23])[CH:3]=1.C=O.[C:26]([BH3-])#[N:27].[Na+].[C:30](O)(=O)C, predict the reaction product. The product is: [Cl:23][C:4]1[CH:3]=[C:2]([N:27]([CH3:26])[CH3:30])[CH:22]=[CH:21][C:5]=1[CH2:6][N:7]1[C:11]2=[N:12][C:13]([C:16]([O:18][CH3:19])=[O:17])=[CH:14][CH:15]=[C:10]2[N:9]=[C:8]1[CH3:20]. (5) Given the reactants [Cl:1][C:2]1[CH:3]=[C:4]2[C:9](=[CH:10][C:11]=1[O:12][C:13]1[CH:21]=[CH:20][C:16]([C:17]([OH:19])=O)=[CH:15][CH:14]=1)[O:8][CH2:7][CH2:6][CH:5]2[C:22]([O:24][CH2:25][CH3:26])=[O:23].O.ON1C2C=CC=CC=2N=N1.[Br:38][C:39]1[CH:44]=[CH:43][C:42]([CH2:45][CH2:46][NH2:47])=[C:41]([Cl:48])[CH:40]=1.Cl.C(N=C=NCCCN(C)C)C, predict the reaction product. The product is: [Br:38][C:39]1[CH:44]=[CH:43][C:42]([CH2:45][CH2:46][NH:47][C:17]([C:16]2[CH:15]=[CH:14][C:13]([O:12][C:11]3[CH:10]=[C:9]4[C:4]([CH:5]([C:22]([O:24][CH2:25][CH3:26])=[O:23])[CH2:6][CH2:7][O:8]4)=[CH:3][C:2]=3[Cl:1])=[CH:21][CH:20]=2)=[O:19])=[C:41]([Cl:48])[CH:40]=1. (6) Given the reactants [NH2:1][C:2]1([CH2:18][O:19][CH2:20][CH2:21][C:22]#[N:23])[C:15]2[CH:14]=[C:13]([Cl:16])[N:12]=[CH:11][C:10]=2[O:9][C:8]2[C:3]1=[CH:4][C:5]([Br:17])=[CH:6][CH:7]=2.C[Al](C)C.[C@H](O)(C([O-])=O)[C@@H](O)C([O-])=O.[Na+].[K+], predict the reaction product. The product is: [Br:17][C:5]1[CH:4]=[C:3]2[C:2]3([N:1]=[C:22]([NH2:23])[CH2:21][CH2:20][O:19][CH2:18]3)[C:15]3[CH:14]=[C:13]([Cl:16])[N:12]=[CH:11][C:10]=3[O:9][C:8]2=[CH:7][CH:6]=1. (7) Given the reactants [CH3:1][N:2]1[C:10]2[C:5](=[CH:6][C:7]([C:11]([OH:13])=O)=[CH:8][CH:9]=2)[CH:4]=[N:3]1.[CH3:14][C:15]1([CH3:23])[O:20][C:19](=[O:21])[CH2:18][C:17](=[O:22])[O:16]1.CCN=C=NCCCN(C)C.Cl, predict the reaction product. The product is: [CH3:14][C:15]1([CH3:23])[O:20][C:19](=[O:21])[CH:18]([C:11]([C:7]2[CH:6]=[C:5]3[C:10](=[CH:9][CH:8]=2)[N:2]([CH3:1])[N:3]=[CH:4]3)=[O:13])[C:17](=[O:22])[O:16]1. (8) Given the reactants COC1C=CC([CH2:7][N:8](C)[C:9]2[CH:18]=[C:17]3[C:12]([CH:13]=[C:14]([C:21]4[CH:26]=[C:25]([NH2:27])[C:24]([F:28])=[CH:23][C:22]=4[CH3:29])[C:15](=[O:20])[N:16]3[CH3:19])=[CH:11][N:10]=2)=CC=1.C(C(O)=O)(F)(F)F.C([O-])([O-])=O.[Na+].[Na+], predict the reaction product. The product is: [NH2:27][C:25]1[C:24]([F:28])=[CH:23][C:22]([CH3:29])=[C:21]([C:14]2[C:15](=[O:20])[N:16]([CH3:19])[C:17]3[C:12]([CH:13]=2)=[CH:11][N:10]=[C:9]([NH:8][CH3:7])[CH:18]=3)[CH:26]=1. (9) The product is: [CH3:21][O:20][C:17]1[CH:18]=[C:19]2[C:9]3[C:10](=[CH:11][N:12]=[C:7]([C:32]4[CH:33]=[N:34][N:35]([CH2:37][CH2:38][CH2:39][CH2:40][CH2:41][NH:42][C:43](=[O:49])[O:44][C:45]([CH3:47])([CH3:46])[CH3:48])[CH:36]=4)[CH:8]=3)[NH:13][C:14]2=[N:15][CH:16]=1. Given the reactants FC(F)(F)S(O[C:7]1[CH:8]=[C:9]2[C:19]3[C:14](=[N:15][CH:16]=[C:17]([O:20][CH3:21])[CH:18]=3)[NH:13][C:10]2=[CH:11][N:12]=1)(=O)=O.CC1(C)C(C)(C)OB([C:32]2[CH:33]=[N:34][N:35]([CH2:37][CH2:38][CH2:39][CH2:40][CH2:41][NH:42][C:43](=[O:49])[O:44][C:45]([CH3:48])([CH3:47])[CH3:46])[CH:36]=2)O1.C(=O)([O-])[O-].[Cs+].[Cs+], predict the reaction product. (10) The product is: [C:26]1([NH:25][C:2]2[N:10]=[C:9]([C:11]([F:14])([F:13])[F:12])[CH:8]=[CH:7][C:3]=2[C:4]([OH:6])=[O:5])[CH:31]=[CH:30][CH:29]=[CH:28][CH:27]=1. Given the reactants Cl[C:2]1[N:10]=[C:9]([C:11]([F:14])([F:13])[F:12])[CH:8]=[CH:7][C:3]=1[C:4]([OH:6])=[O:5].C[Si](C)(C)N[Si](C)(C)C.[Li].[NH2:25][C:26]1[CH:31]=[CH:30][CH:29]=[CH:28][CH:27]=1, predict the reaction product.